From a dataset of Catalyst prediction with 721,799 reactions and 888 catalyst types from USPTO. Predict which catalyst facilitates the given reaction. (1) Reactant: [CH3:1][O:2][C:3]1[CH:4]=[C:5](B(O)O)[CH:6]=[CH:7][C:8]=1[O:9][CH3:10].I[C:15]1[C:23]2[C:18](=[N:19][CH:20]=[N:21][C:22]=2[NH2:24])[N:17]([CH:25]([CH3:27])[CH3:26])[N:16]=1.C([O-])([O-])=O.[Na+].[Na+]. Product: [CH:25]([N:17]1[C:18]2=[N:19][CH:20]=[N:21][C:22]([NH2:24])=[C:23]2[C:15]([C:5]2[CH:6]=[CH:7][C:8]([O:9][CH3:10])=[C:3]([O:2][CH3:1])[CH:4]=2)=[N:16]1)([CH3:27])[CH3:26]. The catalyst class is: 414. (2) Reactant: [NH2:1][C:2](=O)[CH2:3][O:4][C@@H:5]([C:19]1[CH:24]=[CH:23][CH:22]=[C:21]([Cl:25])[CH:20]=1)[C@@H:6]1[CH2:11][CH2:10][CH2:9][N:8]([C:12]([O:14][C:15]([CH3:18])([CH3:17])[CH3:16])=[O:13])[CH2:7]1. Product: [NH2:1][CH2:2][CH2:3][O:4][C@@H:5]([C:19]1[CH:24]=[CH:23][CH:22]=[C:21]([Cl:25])[CH:20]=1)[C@@H:6]1[CH2:11][CH2:10][CH2:9][N:8]([C:12]([O:14][C:15]([CH3:18])([CH3:16])[CH3:17])=[O:13])[CH2:7]1. The catalyst class is: 11. (3) Reactant: C[O:2][C:3]([C:5]1[CH:6]=[C:7]([CH:24]=[CH:25][CH:26]=1)[O:8][CH2:9][C:10]1[C:15]([CH3:16])=[CH:14][CH:13]=[CH:12][C:11]=1[N:17]1[C:21](=[O:22])[N:20]([CH3:23])[N:19]=[N:18]1)=O.[BH4-].[Li+].C(=O)([O-])O.[Na+]. Product: [OH:2][CH2:3][C:5]1[CH:6]=[C:7]([CH:24]=[CH:25][CH:26]=1)[O:8][CH2:9][C:10]1[C:15]([CH3:16])=[CH:14][CH:13]=[CH:12][C:11]=1[N:17]1[C:21](=[O:22])[N:20]([CH3:23])[N:19]=[N:18]1. The catalyst class is: 7. (4) Reactant: [N:1]([CH2:4][C:5]([C:7]1[CH:12]=[CH:11][CH:10]=[CH:9][C:8]=1[O:13][CH3:14])=[O:6])=[N+]=[N-]. Product: [NH2:1][CH2:4][C:5]([C:7]1[CH:12]=[CH:11][CH:10]=[CH:9][C:8]=1[O:13][CH3:14])=[O:6]. The catalyst class is: 750. (5) Reactant: [Cl:1][C:2]1[CH:3]=[CH:4][C:5]([O:26][CH2:27][C:28]2[CH:33]=[CH:32][CH:31]=[CH:30][CH:29]=2)=[C:6]([CH2:8][N:9]2[C:13]([CH3:14])=[CH:12][C:11]([C:15]([NH:17][C:18]3[CH:23]=[CH:22][C:21]([CH:24]=O)=[CH:20][CH:19]=3)=[O:16])=[N:10]2)[CH:7]=1.[N:34]1(C(OC(C)(C)C)=O)[CH2:39][CH2:38][NH:37][CH2:36][CH2:35]1.C(O)(=O)C.C(O[BH-](OC(=O)C)OC(=O)C)(=O)C.[Na+]. Product: [ClH:1].[Cl:1][C:2]1[CH:3]=[CH:4][C:5]([O:26][CH2:27][C:28]2[CH:33]=[CH:32][CH:31]=[CH:30][CH:29]=2)=[C:6]([CH2:8][N:9]2[C:13]([CH3:14])=[CH:12][C:11]([C:15]([NH:17][C:18]3[CH:23]=[CH:22][C:21]([CH2:24][N:34]4[CH2:39][CH2:38][NH:37][CH2:36][CH2:35]4)=[CH:20][CH:19]=3)=[O:16])=[N:10]2)[CH:7]=1. The catalyst class is: 46. (6) Reactant: FC1C=CC([C:8]([C:10]2[N:11]=[C:12]([NH:19][C:20]3[CH:24]=[C:23]([CH3:25])[NH:22][N:21]=3)[C:13]3[S:18][CH:17]=[CH:16][C:14]=3[N:15]=2)=[O:9])=CC=1.[BH4-].[Na+]. Product: [CH3:25][C:23]1[NH:22][N:21]=[C:20]([NH:19][C:12]2[C:13]3[S:18][CH:17]=[CH:16][C:14]=3[N:15]=[C:10]([CH2:8][OH:9])[N:11]=2)[CH:24]=1. The catalyst class is: 92. (7) Reactant: [Cl:1][C:2]1[C:3]([C:25]2[S:26][C:27]([C:30]3[CH:35]=[C:34]([O:36][CH:37]4[CH2:40][O:39][CH2:38]4)[N:33]=[C:32]([Cl:41])[CH:31]=3)=[N:28][N:29]=2)=[CH:4][C:5]([F:24])=[C:6]([CH:23]=1)[O:7][CH2:8][C@H:9]1[CH2:13][O:12]C(C)(C)[N:10]1C(OC(C)(C)C)=O.[C:42]([OH:48])([C:44]([F:47])([F:46])[F:45])=[O:43]. Product: [F:45][C:44]([F:47])([F:46])[C:42]([OH:48])=[O:43].[NH2:10][C@@H:9]([CH2:8][O:7][C:6]1[CH:23]=[C:2]([Cl:1])[C:3]([C:25]2[S:26][C:27]([C:30]3[CH:35]=[C:34]([O:36][CH:37]4[CH2:40][O:39][CH2:38]4)[N:33]=[C:32]([Cl:41])[CH:31]=3)=[N:28][N:29]=2)=[CH:4][C:5]=1[F:24])[CH2:13][OH:12]. The catalyst class is: 2. (8) Reactant: [F:1][CH:2]([F:21])[O:3][C:4]1[N:8]([CH3:9])[N:7]=[C:6]([C:10]([F:13])([F:12])[F:11])[C:5]=1[CH2:14][S:15][C:16]1[O:17][CH:18]=[CH:19][N:20]=1.[I:22]N1C(=O)CCC1=O.O. Product: [I:22][C:18]1[O:17][C:16]([S:15][CH2:14][C:5]2[C:6]([C:10]([F:12])([F:13])[F:11])=[N:7][N:8]([CH3:9])[C:4]=2[O:3][CH:2]([F:1])[F:21])=[N:20][CH:19]=1. The catalyst class is: 9. (9) Reactant: [CH3:1][S:2][C:3]1([C:16]([O:18][CH2:19][CH3:20])=[O:17])[CH2:8][CH2:7][N:6](C(OC(C)(C)C)=O)[CH2:5][CH2:4]1.[ClH:21].O1CCOCC1. Product: [ClH:21].[CH3:1][S:2][C:3]1([C:16]([O:18][CH2:19][CH3:20])=[O:17])[CH2:8][CH2:7][NH:6][CH2:5][CH2:4]1. The catalyst class is: 12.